Dataset: Catalyst prediction with 721,799 reactions and 888 catalyst types from USPTO. Task: Predict which catalyst facilitates the given reaction. (1) Reactant: C([O:4][CH2:5][C:6]([C:8]1[CH:13]=[C:12]([C:14](=[O:17])[CH:15]=[CH2:16])[C:11]([OH:18])=[CH:10][C:9]=1[OH:19])=[O:7])(=O)C.[H-].[Na+].[C:22](Cl)(=O)[CH:23]=[CH2:24].O. Product: [CH:23]([C:24]1[O:19][C:9]2[C:8]([C:6](=[O:7])[C:5]=1[OH:4])=[CH:13][C:12]([C:14](=[O:17])[CH:15]=[CH2:16])=[C:11]([OH:18])[CH:10]=2)=[CH2:22]. The catalyst class is: 7. (2) Reactant: [CH2:1]([C:5]1[N:6]=[C:7]([CH2:28][CH3:29])[NH:8][C:9](=[O:27])[C:10]=1[CH2:11][C:12]1[CH:17]=[CH:16][C:15]([C:18]2[C:19]([C:24]#[N:25])=[CH:20][CH:21]=[CH:22][CH:23]=2)=[CH:14][C:13]=1[F:26])[CH2:2][CH2:3][CH3:4].[O:30]1[C:34]2[CH:35]=[CH:36][C:37](B(O)O)=[CH:38][C:33]=2[CH2:32][CH2:31]1.N1C=CC=CC=1.C(N(CC)CC)C. Product: [CH2:1]([C:5]1[N:6]=[C:7]([CH2:28][CH3:29])[N:8]([C:37]2[CH:36]=[CH:35][C:34]3[O:30][CH2:31][CH2:32][C:33]=3[CH:38]=2)[C:9](=[O:27])[C:10]=1[CH2:11][C:12]1[CH:17]=[CH:16][C:15]([C:18]2[C:19]([C:24]#[N:25])=[CH:20][CH:21]=[CH:22][CH:23]=2)=[CH:14][C:13]=1[F:26])[CH2:2][CH2:3][CH3:4]. The catalyst class is: 651.